This data is from Full USPTO retrosynthesis dataset with 1.9M reactions from patents (1976-2016). The task is: Predict the reactants needed to synthesize the given product. The reactants are: [NH2:1][CH:2]1[CH2:11][C:10]2[C:5](=[C:6]([N:12]3[CH2:16][CH2:15][CH2:14][C:13]3=[O:17])[CH:7]=[CH:8][CH:9]=2)[N:4]([CH2:18][C:19]2[CH:23]=[CH:22][S:21][CH:20]=2)[C:3]1=[O:24].[C:25]([O:29][C:30]([NH:32][C@H:33]([CH2:37][C:38]1[C:46]2[C:41](=[CH:42][CH:43]=[CH:44][CH:45]=2)[N:40]([CH2:47][CH3:48])[CH:39]=1)[C:34](O)=[O:35])=[O:31])([CH3:28])([CH3:27])[CH3:26]. Given the product [CH2:47]([N:40]1[C:41]2[C:46](=[CH:45][CH:44]=[CH:43][CH:42]=2)[C:38]([CH2:37][C@@H:33]([NH:32][C:30](=[O:31])[O:29][C:25]([CH3:28])([CH3:27])[CH3:26])[C:34](=[O:35])[NH:1][CH:2]2[CH2:11][C:10]3[C:5](=[C:6]([N:12]4[CH2:16][CH2:15][CH2:14][C:13]4=[O:17])[CH:7]=[CH:8][CH:9]=3)[N:4]([CH2:18][C:19]3[CH:23]=[CH:22][S:21][CH:20]=3)[C:3]2=[O:24])=[CH:39]1)[CH3:48], predict the reactants needed to synthesize it.